The task is: Predict the product of the given reaction.. This data is from Forward reaction prediction with 1.9M reactions from USPTO patents (1976-2016). (1) Given the reactants Cl[C:2]1[CH:3]=[CH:4][C:5]2[C:15]3[C:10](=[CH:11][N:12]=[CH:13][CH:14]=3)[CH:9]([CH:16]3[CH2:18][CH2:17]3)[O:8][C:6]=2[CH:7]=1.[OH:19][CH2:20][C@@H:21]([NH:26][C:27](=[O:33])[O:28][C:29]([CH3:32])([CH3:31])[CH3:30])[CH2:22][CH:23]([CH3:25])[CH3:24].C(=O)([O-])[O-].[Cs+].[Cs+], predict the reaction product. The product is: [C:29]([O:28][C:27](=[O:33])[NH:26][C@@H:21]([CH2:22][CH:23]([CH3:24])[CH3:25])[CH2:20][O:19][C:2]1[CH:3]=[CH:4][C:5]2[C:15]3[C:10](=[CH:11][N:12]=[CH:13][CH:14]=3)[CH:9]([CH:16]3[CH2:18][CH2:17]3)[O:8][C:6]=2[CH:7]=1)([CH3:32])([CH3:31])[CH3:30]. (2) Given the reactants [C:1]([C:3]1[CH:4]=[N:5][CH:6]=[CH:7][CH:8]=1)#[N:2].Cl.[NH2:10][OH:11].[Na], predict the reaction product. The product is: [OH:11][NH:10][C:1](=[NH:2])[C:3]1[CH:8]=[CH:7][CH:6]=[N:5][CH:4]=1. (3) Given the reactants [CH2:1]([O:8][CH:9]([CH3:19])[C:10]([NH:12][C:13]([NH:15][C:16]([NH2:18])=[O:17])=[O:14])=O)[C:2]1[CH:7]=[CH:6][CH:5]=[CH:4][CH:3]=1.[OH-].[K+].C(O)(=O)C, predict the reaction product. The product is: [CH2:1]([O:8][CH:9]([C:10]1[NH:12][C:13](=[O:14])[NH:15][C:16](=[O:17])[N:18]=1)[CH3:19])[C:2]1[CH:7]=[CH:6][CH:5]=[CH:4][CH:3]=1. (4) The product is: [CH:30]1([NH:29][C:27]([C:12]2[N:13]=[N:14][N:15]([C:16]3[CH:17]=[CH:18][C:19]([C:22]([NH:24][CH2:25][CH3:26])=[O:23])=[CH:20][CH:21]=3)[C:11]=2[CH2:10][CH2:9][OH:8])=[O:28])[CH2:31][CH2:32]1. Given the reactants C([O:8][CH2:9][CH2:10][C:11]1[N:15]([C:16]2[CH:21]=[CH:20][C:19]([C:22]([NH:24][CH2:25][CH3:26])=[O:23])=[CH:18][CH:17]=2)[N:14]=[N:13][C:12]=1[C:27]([NH:29][CH:30]1[CH2:32][CH2:31]1)=[O:28])C1C=CC=CC=1, predict the reaction product.